From a dataset of Forward reaction prediction with 1.9M reactions from USPTO patents (1976-2016). Predict the product of the given reaction. (1) Given the reactants O1CCCC1.[C:6]1([NH:12][C:13]2[CH:18]=[CH:17][C:16]([CH2:19][C:20](Cl)=[N:21][OH:22])=[CH:15][CH:14]=2)[CH:11]=[CH:10][CH:9]=[CH:8][CH:7]=1.[C:24]([C:26]1[C:27]([NH2:32])=[N:28][CH:29]=[CH:30][CH:31]=1)#[CH:25].C(N(CC)CC)C, predict the reaction product. The product is: [C:6]1([NH:12][C:13]2[CH:18]=[CH:17][C:16]([CH2:19][C:20]3[CH:25]=[C:24]([C:26]4[C:27]([NH2:32])=[N:28][CH:29]=[CH:30][CH:31]=4)[O:22][N:21]=3)=[CH:15][CH:14]=2)[CH:11]=[CH:10][CH:9]=[CH:8][CH:7]=1. (2) Given the reactants [C:1]12([N:11]=[C:12]=[O:13])[CH2:10][CH:5]3[CH2:6][CH:7]([CH2:9][CH:3]([CH2:4]3)[CH2:2]1)[CH2:8]2.[C:14]1([C:20]2[N:24]([C:25]3[CH:30]=[CH:29][C:28]([S:31]([NH2:34])(=[O:33])=[O:32])=[CH:27][CH:26]=3)[N:23]=[C:22](NC(NC3C=CC=C(C(F)(F)F)C=3)=O)[CH:21]=2)[CH:19]=[CH:18][CH:17]=[CH:16][CH:15]=1, predict the reaction product. The product is: [C:1]12([NH:11][C:12](=[O:13])[NH:11][CH2:1][CH2:2][CH2:3][C:22]3[CH:21]=[C:20]([C:14]4[CH:19]=[CH:18][CH:17]=[CH:16][CH:15]=4)[N:24]([C:25]4[CH:26]=[CH:27][C:28]([S:31]([NH2:34])(=[O:33])=[O:32])=[CH:29][CH:30]=4)[N:23]=3)[CH2:10][CH:5]3[CH2:6][CH:7]([CH2:9][CH:3]([CH2:4]3)[CH2:2]1)[CH2:8]2.